Task: Predict the reactants needed to synthesize the given product.. Dataset: Full USPTO retrosynthesis dataset with 1.9M reactions from patents (1976-2016) (1) Given the product [NH2:1][C:2]1[C:7]([C:8]([NH2:9])=[O:36])=[C:6]([N:10]2[CH2:15][CH2:14][C@H:13]([C:16]3[N:17]([CH2:29][CH2:30][N:31]4[CH2:32][CH2:33][CH2:34]4)[CH:18]=[C:19]([C:21]4[CH:26]=[CH:25][C:24]([F:27])=[C:23]([CH3:28])[CH:22]=4)[N:20]=3)[C@H:12]([F:35])[CH2:11]2)[N:5]=[CH:4][N:3]=1, predict the reactants needed to synthesize it. The reactants are: [NH2:1][C:2]1[C:7]([C:8]#[N:9])=[C:6]([N:10]2[CH2:15][CH2:14][C@H:13]([C:16]3[N:17]([CH2:29][CH2:30][N:31]4[CH2:34][CH2:33][CH2:32]4)[CH:18]=[C:19]([C:21]4[CH:26]=[CH:25][C:24]([F:27])=[C:23]([CH3:28])[CH:22]=4)[N:20]=3)[C@H:12]([F:35])[CH2:11]2)[N:5]=[CH:4][N:3]=1.[OH:36]O.[OH-].[Na+]. (2) Given the product [ClH:31].[NH:5]1[CH2:10][CH2:9][CH2:8][CH:7]([C:11]([OH:13])([CH2:1][CH3:2])[CH2:23][CH3:25])[CH2:6]1, predict the reactants needed to synthesize it. The reactants are: [CH2:1]([Mg]Br)[CH3:2].[N:5]1(C(OC(C)(C)C)=O)[CH2:10][CH2:9][CH2:8][CH:7]([C:11]([O:13]CC)=O)[CH2:6]1.[C:23](O)([C:25](F)(F)F)=O.C(Cl)[Cl:31]. (3) Given the product [CH:9](/[N:10]=[CH:18]/[C:19]1[CH:27]=[CH:26][C:24]([OH:25])=[C:21]([O:22][CH3:23])[CH:20]=1)([C:3]1[CH:4]=[CH:5][CH:6]=[CH:7][CH:8]=1)[C:11]1[CH:12]=[CH:13][CH:14]=[CH:15][CH:16]=1, predict the reactants needed to synthesize it. The reactants are: N#N.[C:3]1([CH:9]([C:11]2[CH:16]=[CH:15][CH:14]=[CH:13][CH:12]=2)[NH2:10])[CH:8]=[CH:7][CH:6]=[CH:5][CH:4]=1.O=[CH:18][C:19]1[CH:27]=[CH:26][C:24]([OH:25])=[C:21]([O:22][CH3:23])[CH:20]=1.O.